This data is from NCI-60 drug combinations with 297,098 pairs across 59 cell lines. The task is: Regression. Given two drug SMILES strings and cell line genomic features, predict the synergy score measuring deviation from expected non-interaction effect. (1) Drug 1: CCC(=C(C1=CC=CC=C1)C2=CC=C(C=C2)OCCN(C)C)C3=CC=CC=C3.C(C(=O)O)C(CC(=O)O)(C(=O)O)O. Drug 2: CC1=C(N=C(N=C1N)C(CC(=O)N)NCC(C(=O)N)N)C(=O)NC(C(C2=CN=CN2)OC3C(C(C(C(O3)CO)O)O)OC4C(C(C(C(O4)CO)O)OC(=O)N)O)C(=O)NC(C)C(C(C)C(=O)NC(C(C)O)C(=O)NCCC5=NC(=CS5)C6=NC(=CS6)C(=O)NCCC[S+](C)C)O. Cell line: UACC62. Synergy scores: CSS=20.3, Synergy_ZIP=-2.66, Synergy_Bliss=-0.0315, Synergy_Loewe=-15.2, Synergy_HSA=0.347. (2) Drug 1: CC1=C2C(C(=O)C3(C(CC4C(C3C(C(C2(C)C)(CC1OC(=O)C(C(C5=CC=CC=C5)NC(=O)OC(C)(C)C)O)O)OC(=O)C6=CC=CC=C6)(CO4)OC(=O)C)O)C)O. Drug 2: COCCOC1=C(C=C2C(=C1)C(=NC=N2)NC3=CC=CC(=C3)C#C)OCCOC.Cl. Cell line: CCRF-CEM. Synergy scores: CSS=38.0, Synergy_ZIP=4.53, Synergy_Bliss=-3.03, Synergy_Loewe=-56.5, Synergy_HSA=-3.80. (3) Drug 1: C1=C(C(=O)NC(=O)N1)F. Drug 2: CCC1(C2=C(COC1=O)C(=O)N3CC4=CC5=C(C=CC(=C5CN(C)C)O)N=C4C3=C2)O.Cl. Cell line: RXF 393. Synergy scores: CSS=31.7, Synergy_ZIP=-4.80, Synergy_Bliss=-4.60, Synergy_Loewe=-2.86, Synergy_HSA=-1.63. (4) Drug 1: CN(C(=O)NC(C=O)C(C(C(CO)O)O)O)N=O. Drug 2: CCC1(C2=C(COC1=O)C(=O)N3CC4=CC5=C(C=CC(=C5CN(C)C)O)N=C4C3=C2)O.Cl. Cell line: UO-31. Synergy scores: CSS=8.03, Synergy_ZIP=-6.78, Synergy_Bliss=-7.90, Synergy_Loewe=-28.2, Synergy_HSA=-5.84. (5) Drug 1: CC(CN1CC(=O)NC(=O)C1)N2CC(=O)NC(=O)C2. Drug 2: CC(C1=C(C=CC(=C1Cl)F)Cl)OC2=C(N=CC(=C2)C3=CN(N=C3)C4CCNCC4)N. Cell line: RPMI-8226. Synergy scores: CSS=23.6, Synergy_ZIP=-4.65, Synergy_Bliss=-3.74, Synergy_Loewe=-9.74, Synergy_HSA=-7.86.